This data is from Peptide-MHC class II binding affinity with 134,281 pairs from IEDB. The task is: Regression. Given a peptide amino acid sequence and an MHC pseudo amino acid sequence, predict their binding affinity value. This is MHC class II binding data. (1) The peptide sequence is MGDDGVLACAIATHAKIRD. The MHC is HLA-DPA10201-DPB10101 with pseudo-sequence HLA-DPA10201-DPB10101. The binding affinity (normalized) is 0.313. (2) The peptide sequence is ASIIRLVGAVLAEQH. The MHC is DRB1_0901 with pseudo-sequence DRB1_0901. The binding affinity (normalized) is 0.422. (3) The peptide sequence is GSDPKKLVLNIKYTR. The MHC is HLA-DPA10301-DPB10402 with pseudo-sequence HLA-DPA10301-DPB10402. The binding affinity (normalized) is 0.218. (4) The peptide sequence is LVTLAILTALRLCAY. The MHC is DRB1_0101 with pseudo-sequence DRB1_0101. The binding affinity (normalized) is 0.839. (5) The peptide sequence is MGASYFAADRILPEL. The MHC is HLA-DPA10201-DPB10501 with pseudo-sequence HLA-DPA10201-DPB10501. The binding affinity (normalized) is 0.517. (6) The peptide sequence is KAGFVILKTFTPGAE. The MHC is DRB1_0802 with pseudo-sequence DRB1_0802. The binding affinity (normalized) is 0.985. (7) The peptide sequence is SAGRSRRSRRAIDLP. The MHC is HLA-DQA10501-DQB10402 with pseudo-sequence HLA-DQA10501-DQB10402. The binding affinity (normalized) is 0.462.